Dataset: Reaction yield outcomes from USPTO patents with 853,638 reactions. Task: Predict the reaction yield, written as a fraction of the theoretical maximum amount of product (1.0 means a 100% yield; for example, 0.34 means a 34% yield). The reactants are [Cl:1][C:2]1[CH:7]=[C:6]([Cl:8])[CH:5]=[CH:4][C:3]=1[CH:9](O[Si](C)(C)C)[C:10]#[N:11].C(N(S(F)(F)[F:23])CC)C.C(=O)(O)[O-].[Na+]. The catalyst is ClCCl. The product is [Cl:1][C:2]1[CH:7]=[C:6]([Cl:8])[CH:5]=[CH:4][C:3]=1[CH:9]([F:23])[C:10]#[N:11]. The yield is 0.890.